This data is from Reaction yield outcomes from USPTO patents with 853,638 reactions. The task is: Predict the reaction yield, written as a fraction of the theoretical maximum amount of product (1.0 means a 100% yield; for example, 0.34 means a 34% yield). (1) The reactants are [N+:1]([C:4]1[CH:8]=[N:7][NH:6][N:5]=1)([O-:3])=[O:2].[CH:9]1(B(O)O)[CH2:11][CH2:10]1.C[Si](C)(C)[N-][Si](C)(C)C.[Na+].O. The catalyst is CN(C)C1C=CN=CC=1.C1(C)C=CC=CC=1.C([O-])(=O)C.[Cu+2].C([O-])(=O)C. The product is [CH:9]1([N:6]2[N:5]=[C:4]([N+:1]([O-:3])=[O:2])[CH:8]=[N:7]2)[CH2:11][CH2:10]1. The yield is 0.180. (2) The reactants are [CH2:1]([OH:4])[CH2:2][OH:3].[H-].[Na+].[Cl:7][C:8]1[N:9]=[N:10][C:11]([Cl:15])=[CH:12][C:13]=1Cl.BrC1C(Cl)=C(Cl)N=NC=1. The catalyst is O1CCCC1. The product is [Cl:7][C:8]1[N:9]=[N:10][C:11]([Cl:15])=[CH:12][C:13]=1[O:3][CH2:2][CH2:1][OH:4]. The yield is 0.830. (3) The product is [C:10]([C:14]1[CH:15]=[C:16]([C:24](=[O:26])[CH3:25])[CH:17]=[C:18]([N+:21]([O-:23])=[O:22])[C:19]=1[O:20][CH2:27][O:28][CH3:29])([CH3:13])([CH3:11])[CH3:12]. The reactants are C(N(C(C)C)CC)(C)C.[C:10]([C:14]1[CH:15]=[C:16]([C:24](=[O:26])[CH3:25])[CH:17]=[C:18]([N+:21]([O-:23])=[O:22])[C:19]=1[OH:20])([CH3:13])([CH3:12])[CH3:11].[CH3:27][O:28][CH2:29]Cl. The catalyst is O1CCCC1. The yield is 0.999. (4) The reactants are C(OC(=O)C)(=O)C.[CH:8]([OH:10])=O.[F:11][C:12]1[CH:13]=[C:14]([C@@:25]([C:34]2[CH:39]=[CH:38][C:37]([F:40])=[CH:36][CH:35]=2)([NH2:33])[CH2:26][C:27]2[CH:32]=[CH:31][CH:30]=[CH:29][CH:28]=2)[CH:15]=[C:16]([O:18][C:19]([F:24])([F:23])[CH:20]([F:22])[F:21])[CH:17]=1. The catalyst is ClCCCl.C(Cl)Cl. The product is [F:11][C:12]1[CH:13]=[C:14]([C@:25]([NH:33][CH:8]=[O:10])([C:34]2[CH:39]=[CH:38][C:37]([F:40])=[CH:36][CH:35]=2)[CH2:26][C:27]2[CH:32]=[CH:31][CH:30]=[CH:29][CH:28]=2)[CH:15]=[C:16]([O:18][C:19]([F:24])([F:23])[CH:20]([F:22])[F:21])[CH:17]=1. The yield is 0.810. (5) The reactants are C[O:2][C:3](=[O:33])/[CH:4]=[CH:5]/[C:6]1[CH:7]=[C:8]2[C:29](=[CH:30][CH:31]=1)[O:28][C:11]1([CH2:16][CH2:15][N:14]([CH2:17][C:18]3[C:26]4[C:21](=[CH:22][C:23]([F:27])=[CH:24][CH:25]=4)[NH:20][CH:19]=3)[CH2:13][CH2:12]1)[CH2:10][C:9]2=[O:32].[OH-].[Na+]. No catalyst specified. The product is [F:27][C:23]1[CH:22]=[C:21]2[C:26]([C:18]([CH2:17][N:14]3[CH2:15][CH2:16][C:11]4([CH2:10][C:9](=[O:32])[C:8]5[C:29](=[CH:30][CH:31]=[C:6](/[CH:5]=[CH:4]/[C:3]([OH:33])=[O:2])[CH:7]=5)[O:28]4)[CH2:12][CH2:13]3)=[CH:19][NH:20]2)=[CH:25][CH:24]=1. The yield is 0.760.